From a dataset of Full USPTO retrosynthesis dataset with 1.9M reactions from patents (1976-2016). Predict the reactants needed to synthesize the given product. (1) Given the product [F:17][C:18]([F:23])([F:22])[C@@H:19]([OH:20])[CH2:21][N:9]1[CH2:10][CH2:11][C:5]2[CH:4]=[C:3]([O:2][CH3:1])[C:13]([N+:14]([O-:16])=[O:15])=[CH:12][C:6]=2[CH2:7][CH2:8]1, predict the reactants needed to synthesize it. The reactants are: [CH3:1][O:2][C:3]1[C:13]([N+:14]([O-:16])=[O:15])=[CH:12][C:6]2[CH2:7][CH2:8][NH:9][CH2:10][CH2:11][C:5]=2[CH:4]=1.[F:17][C:18]([F:23])([F:22])[C@@H:19]1[CH2:21][O:20]1.C(=O)([O-])[O-]. (2) Given the product [C:11]([C:10]1[N:5]([C:1]([CH3:4])([CH3:3])[CH3:2])[C:6]([CH3:7])=[N:8][CH:14]=1)(=[O:13])[CH3:12], predict the reactants needed to synthesize it. The reactants are: [C:1]([NH:5][C:6](=[NH:8])[CH3:7])([CH3:4])([CH3:3])[CH3:2].Br[C:10](=[CH:14]OC)[C:11](=[O:13])[CH3:12].C(N(CC)CC)C.